Task: Predict which catalyst facilitates the given reaction.. Dataset: Catalyst prediction with 721,799 reactions and 888 catalyst types from USPTO (1) Reactant: [CH3:1][C:2]1[CH:9]=[C:6]([CH:7]=O)[C:5]([OH:10])=[CH:4][CH:3]=1.C([O-])([O-])=O.[K+].[K+].[CH3:17][O:18][C:19](=[O:26])[CH:20](Br)C(OC)=O. Product: [CH3:17][O:18][C:19]([C:20]1[O:10][C:5]2[CH:4]=[CH:3][C:2]([CH3:1])=[CH:9][C:6]=2[CH:7]=1)=[O:26]. The catalyst class is: 11. (2) Reactant: [C-:1]#[N:2].[K+].[Br:4][C:5]1[CH:10]=[CH:9][C:8]([CH2:11]Br)=[C:7]([CH3:13])[CH:6]=1. Product: [Br:4][C:5]1[CH:10]=[CH:9][C:8]([CH2:11][C:1]#[N:2])=[C:7]([CH3:13])[CH:6]=1. The catalyst class is: 18.